This data is from Full USPTO retrosynthesis dataset with 1.9M reactions from patents (1976-2016). The task is: Predict the reactants needed to synthesize the given product. (1) Given the product [Br:1][C:2]1[S:6][C:5]([CH2:7][NH:8][C:15](=[O:16])[O:17][C:18]([CH3:21])([CH3:20])[CH3:19])=[N:4][N:3]=1, predict the reactants needed to synthesize it. The reactants are: [Br:1][C:2]1[S:6][C:5]([CH2:7][NH2:8])=[N:4][N:3]=1.C([O-])([O-])=O.[K+].[K+].[C:15](O[C:15]([O:17][C:18]([CH3:21])([CH3:20])[CH3:19])=[O:16])([O:17][C:18]([CH3:21])([CH3:20])[CH3:19])=[O:16]. (2) Given the product [CH2:1]([OH:19])[CH2:2][CH2:3][CH2:4][CH2:5][CH2:6][CH2:7][CH2:8]/[CH:9]=[CH:10]\[CH2:11][CH2:12][CH2:13][CH3:14], predict the reactants needed to synthesize it. The reactants are: [CH2:1]([OH:19])[CH2:2][CH2:3][CH2:4][CH2:5][CH2:6][CH2:7][CH2:8]/[CH:9]=[CH:10]\[CH2:11][CH2:12][CH2:13][CH2:14]CCCC.C=CCCCC.